Predict which catalyst facilitates the given reaction. From a dataset of Catalyst prediction with 721,799 reactions and 888 catalyst types from USPTO. (1) Reactant: [CH2:1]1[C:9]2[C:4](=[CH:5][CH:6]=[CH:7][CH:8]=2)[C@H:3]([OH:10])[C@H:2]1Br. Product: [CH:3]12[O:10][CH:2]1[CH2:1][C:9]1[C:4]2=[CH:5][CH:6]=[CH:7][CH:8]=1. The catalyst class is: 4. (2) Reactant: [N+:1]([C:4]1[CH:9]=[CH:8][C:7]([C:10]2([CH2:14]O)[CH2:13][CH2:12][CH2:11]2)=[CH:6][CH:5]=1)([O-:3])=[O:2].C1(P(C2C=CC=CC=2)C2C=CC=CC=2)C=CC=CC=1.N1C=CN=C1.[I:40]I. Product: [I:40][CH2:14][C:10]1([C:7]2[CH:8]=[CH:9][C:4]([N+:1]([O-:3])=[O:2])=[CH:5][CH:6]=2)[CH2:13][CH2:12][CH2:11]1. The catalyst class is: 1.